This data is from Catalyst prediction with 721,799 reactions and 888 catalyst types from USPTO. The task is: Predict which catalyst facilitates the given reaction. Reactant: [C:1](Cl)(=[O:3])[CH3:2].[Cl-].[Cl-].[Cl-].[Al+3].[O:9]1[C:18]2[C:13](=[CH:14][CH:15]=[CH:16][CH:17]=2)[CH2:12][CH2:11][CH2:10]1.Cl. Product: [O:9]1[C:18]2[C:13](=[CH:14][C:15]([C:1](=[O:3])[CH3:2])=[CH:16][CH:17]=2)[CH2:12][CH2:11][CH2:10]1. The catalyst class is: 2.